From a dataset of Reaction yield outcomes from USPTO patents with 853,638 reactions. Predict the reaction yield, written as a fraction of the theoretical maximum amount of product (1.0 means a 100% yield; for example, 0.34 means a 34% yield). (1) The reactants are [C:1]([N:5]1[C:9](=[O:10])[C:8]([NH:11][CH2:12][CH2:13][CH2:14]Cl)=[C:7]([C:16]2[CH:21]=[CH:20][CH:19]=[CH:18][CH:17]=2)[S:6]1(=[O:23])=[O:22])([CH3:4])([CH3:3])[CH3:2].[C:24]1([SH:30])[CH:29]=[CH:28][CH:27]=[CH:26][CH:25]=1. No catalyst specified. The product is [C:1]([N:5]1[C:9](=[O:10])[C:8]([NH:11][CH2:12][CH2:13][CH2:14][S:30][C:24]2[CH:29]=[CH:28][CH:27]=[CH:26][CH:25]=2)=[C:7]([C:16]2[CH:21]=[CH:20][CH:19]=[CH:18][CH:17]=2)[S:6]1(=[O:23])=[O:22])([CH3:4])([CH3:3])[CH3:2]. The yield is 0.650. (2) The reactants are [CH:1]1([CH:7]([C:9]2[C:10]([CH2:24][CH2:25][C:26]3[CH:31]=[CH:30][CH:29]=[CH:28][CH:27]=3)=[N:11][N:12]([C:14]3[CH:19]=[CH:18][C:17]([C:20]([F:23])([F:22])[F:21])=[CH:16][N:15]=3)[CH:13]=2)O)[CH2:6][CH2:5][CH2:4][CH2:3][CH2:2]1.[NH2:32][C:33]1[CH:38]=[CH:37][C:36]([C:39]([NH:41][CH2:42][CH2:43][C:44]([O:46]CC)=[O:45])=[O:40])=[CH:35][CH:34]=1. No catalyst specified. The product is [CH:1]1([CH:7]([NH:32][C:33]2[CH:34]=[CH:35][C:36]([C:39]([NH:41][CH2:42][CH2:43][C:44]([OH:46])=[O:45])=[O:40])=[CH:37][CH:38]=2)[C:9]2[C:10]([CH2:24][CH2:25][C:26]3[CH:31]=[CH:30][CH:29]=[CH:28][CH:27]=3)=[N:11][N:12]([C:14]3[CH:19]=[CH:18][C:17]([C:20]([F:22])([F:21])[F:23])=[CH:16][N:15]=3)[CH:13]=2)[CH2:6][CH2:5][CH2:4][CH2:3][CH2:2]1. The yield is 0.280. (3) The catalyst is CN(C=O)C. The yield is 0.470. The reactants are [Cl:1][C:2]1[CH:3]=[C:4]([CH:8]=[CH:9][C:10]=1[F:11])[C:5]([OH:7])=O.CN(C(ON1N=NC2C=CC=CC1=2)=[N+](C)C)C.[B-](F)(F)(F)F.CN1CCOCC1.[F:41][C:42]1([F:55])[CH2:47][CH2:46][CH2:45][N:44]([CH2:48][C@@H:49]([NH:53][CH3:54])[CH:50]([CH3:52])[CH3:51])[CH2:43]1. The product is [Cl:1][C:2]1[CH:3]=[C:4]([CH:8]=[CH:9][C:10]=1[F:11])[C:5]([N:53]([C@@H:49]([CH:50]([CH3:52])[CH3:51])[CH2:48][N:44]1[CH2:45][CH2:46][CH2:47][C:42]([F:55])([F:41])[CH2:43]1)[CH3:54])=[O:7]. (4) The reactants are [NH:1]1[C:5]2[CH2:6][CH2:7][CH2:8][CH2:9][C:4]=2[N:3]=[CH:2]1.C(N(CC)CC)C.[CH3:17][N:18]([CH3:23])[S:19](Cl)(=[O:21])=[O:20]. The catalyst is C(Cl)Cl. The product is [CH3:17][N:18]([CH3:23])[S:19]([N:1]1[C:5]2[CH2:6][CH2:7][CH2:8][CH2:9][C:4]=2[N:3]=[CH:2]1)(=[O:21])=[O:20]. The yield is 0.770. (5) The reactants are [CH2:1]([O:3][C:4]([C:6]1[C@@H:7]2[N:31](C)[C@H:11]([CH2:12][C:13]=1[C:14]1[CH:19]=[CH:18][C:17]([CH2:20][CH2:21][CH2:22][O:23][Si](C(C)(C)C)(C)C)=[CH:16][CH:15]=1)[CH2:10][N:9]([C:33]([O:35][C:36]([CH3:39])([CH3:38])[CH3:37])=[O:34])[CH2:8]2)=[O:5])[CH3:2].[C:40]([O-:43])([OH:42])=O.[Na+].ClC(OC(Cl)C)=O.CCN(C(C)C)C(C)C.[CH3:61][C:62](OC(OC(O[C:62]([CH3:64])([CH3:63])[CH3:61])=O)=O)([CH3:64])[CH3:63]. The catalyst is ClCCCl.C(Cl)Cl. The product is [CH2:1]([O:3][C:4]([C:6]1[C@@H:7]2[N:31]([C:40]([O:43][C:62]([CH3:64])([CH3:63])[CH3:61])=[O:42])[C@H:11]([CH2:12][C:13]=1[C:14]1[CH:19]=[CH:18][C:17]([CH2:20][CH2:21][CH2:22][OH:23])=[CH:16][CH:15]=1)[CH2:10][N:9]([C:33]([O:35][C:36]([CH3:39])([CH3:37])[CH3:38])=[O:34])[CH2:8]2)=[O:5])[CH3:2]. The yield is 0.860. (6) The reactants are [C:1](OC(=O)C)(=[O:3])[CH3:2].N1C=CC=CC=1.[CH2:14]([O:16][C:17](=[O:27])/[CH:18]=[C:19](\[NH2:26])/[CH2:20][C@H:21]([CH3:25])/[CH:22]=[CH:23]/[CH3:24])[CH3:15]. The catalyst is O. The product is [CH2:14]([O:16][C:17](=[O:27])/[CH:18]=[C:19](\[NH:26][C:1](=[O:3])[CH3:2])/[CH2:20][C@H:21]([CH3:25])/[CH:22]=[CH:23]/[CH3:24])[CH3:15]. The yield is 0.749. (7) The reactants are [Cl:1][C:2]1[CH:3]=[C:4]([CH:15]=[CH:16][C:17]=1[C:18]([O:20][CH3:21])=[O:19])[C:5]([O:7]N1C(=O)CCC1=O)=O.[CH3:22][O:23][C:24]1[CH:25]=[C:26]([CH:29]=[C:30]([O:32][CH3:33])[CH:31]=1)[CH2:27][NH2:28].C(N(CC)CC)C. The catalyst is CN(C)C=O. The product is [Cl:1][C:2]1[CH:3]=[C:4]([C:5]([NH:28][CH2:27][C:26]2[CH:29]=[C:30]([O:32][CH3:33])[CH:31]=[C:24]([O:23][CH3:22])[CH:25]=2)=[O:7])[CH:15]=[CH:16][C:17]=1[C:18]([O:20][CH3:21])=[O:19]. The yield is 0.720. (8) The reactants are O1CCO[CH:2]1[C:6]1[C:7]([NH2:23])=[CH:8][C:9]([F:22])=[C:10]([C:12]2[CH:17]=[C:16]([O:18][CH3:19])[CH:15]=[C:14]([O:20][CH3:21])[CH:13]=2)[CH:11]=1.C([N:26]([CH2:29]C)CC)C.ClC(Cl)([O:34]C(=O)OC(Cl)(Cl)Cl)Cl.N.CO.Cl. The catalyst is C1COCC1.O1CCOCC1. The product is [CH3:19][O:18][C:16]1[CH:17]=[C:12]([C:10]2[CH:11]=[C:6]3[C:7](=[CH:8][C:9]=2[F:22])[N:23]=[C:29]([OH:34])[N:26]=[CH:2]3)[CH:13]=[C:14]([O:20][CH3:21])[CH:15]=1. The yield is 0.990. (9) The reactants are [CH3:1][O:2][C:3]1[CH:4]=[C:5]2[C:10](=[CH:11][C:12]=1[O:13][CH3:14])[N:9]=[CH:8][N:7]=[C:6]2[S:15][C:16]1[CH:17]=[C:18]([CH:20]=[CH:21][CH:22]=1)[NH2:19].[CH3:23][O:24][CH2:25][CH2:26][O:27][C:28]1[CH:29]=[C:30]([NH:38][C:39](=O)[O:40]C2C=CC=CC=2)[CH:31]=[CH:32][C:33]=1[C:34]([F:37])([F:36])[F:35]. No catalyst specified. The product is [CH3:1][O:2][C:3]1[CH:4]=[C:5]2[C:10](=[CH:11][C:12]=1[O:13][CH3:14])[N:9]=[CH:8][N:7]=[C:6]2[S:15][C:16]1[CH:17]=[C:18]([NH:19][C:39]([NH:38][C:30]2[CH:31]=[CH:32][C:33]([C:34]([F:36])([F:37])[F:35])=[C:28]([O:27][CH2:26][CH2:25][O:24][CH3:23])[CH:29]=2)=[O:40])[CH:20]=[CH:21][CH:22]=1. The yield is 0.450.